This data is from Forward reaction prediction with 1.9M reactions from USPTO patents (1976-2016). The task is: Predict the product of the given reaction. (1) Given the reactants C(OC([N:8]1[CH2:12][CH2:11][CH2:10][CH:9]1[C:13](=[O:32])[NH:14][C:15]1[CH:20]=[CH:19][C:18]([C:21]2[CH:26]=[CH:25][CH:24]=[CH:23][C:22]=2[S:27]([CH3:30])(=[O:29])=[O:28])=[CH:17][C:16]=1[F:31])=O)(C)(C)C.FC(F)(F)C(O)=O, predict the reaction product. The product is: [F:31][C:16]1[CH:17]=[C:18]([C:21]2[CH:26]=[CH:25][CH:24]=[CH:23][C:22]=2[S:27]([CH3:30])(=[O:28])=[O:29])[CH:19]=[CH:20][C:15]=1[NH:14][C:13]([CH:9]1[CH2:10][CH2:11][CH2:12][NH:8]1)=[O:32]. (2) Given the reactants Br[C:2]1[CH:7]=[CH:6][C:5]([NH:8][C:9](=[O:11])[CH3:10])=[C:4]([N+:12]([O-:14])=[O:13])[CH:3]=1.[CH2:15]([O:17][C:18]([C:20]1[CH:21]=[C:22](B(O)O)[CH:23]=[CH:24][CH:25]=1)=[O:19])[CH3:16], predict the reaction product. The product is: [C:9]([NH:8][C:5]1[CH:6]=[CH:7][C:2]([C:22]2[CH:23]=[CH:24][CH:25]=[C:20]([C:18]([O:17][CH2:15][CH3:16])=[O:19])[CH:21]=2)=[CH:3][C:4]=1[N+:12]([O-:14])=[O:13])(=[O:11])[CH3:10]. (3) The product is: [C:1]1([S:7]([N:10]2[CH2:11][CH2:12][N:13]([C:16]([C:18]3[N:19]([C:43]4[CH:42]=[CH:41][CH:40]=[C:39]([Cl:38])[CH:44]=4)[C:20]4[C:25]([CH:26]=3)=[CH:24][C:23]([C:27]([N:29]3[CH2:30][CH2:31][N:32]([CH:35]([CH3:37])[CH3:36])[CH2:33][CH2:34]3)=[O:28])=[CH:22][CH:21]=4)=[O:17])[CH2:14][CH2:15]2)(=[O:8])=[O:9])[CH:2]=[CH:3][CH:4]=[CH:5][CH:6]=1. Given the reactants [C:1]1([S:7]([N:10]2[CH2:15][CH2:14][N:13]([C:16]([C:18]3[NH:19][C:20]4[C:25]([CH:26]=3)=[CH:24][C:23]([C:27]([N:29]3[CH2:34][CH2:33][N:32]([CH:35]([CH3:37])[CH3:36])[CH2:31][CH2:30]3)=[O:28])=[CH:22][CH:21]=4)=[O:17])[CH2:12][CH2:11]2)(=[O:9])=[O:8])[CH:6]=[CH:5][CH:4]=[CH:3][CH:2]=1.[Cl:38][C:39]1[CH:40]=[C:41](B(O)O)[CH:42]=[CH:43][CH:44]=1, predict the reaction product. (4) Given the reactants [N+:1]([C:4]1[CH:13]=[CH:12][C:7]2[NH:8][CH2:9][CH2:10][O:11][C:6]=2[CH:5]=1)([O-:3])=[O:2].[H-].[Na+].Br[CH2:17][C:18]1[CH:19]=[C:20]([CH:25]=[CH:26][CH:27]=1)[C:21]([O:23][CH3:24])=[O:22], predict the reaction product. The product is: [N+:1]([C:4]1[CH:13]=[CH:12][C:7]2[N:8]([CH2:17][C:18]3[CH:19]=[C:20]([CH:25]=[CH:26][CH:27]=3)[C:21]([O:23][CH3:24])=[O:22])[CH2:9][CH2:10][O:11][C:6]=2[CH:5]=1)([O-:3])=[O:2]. (5) Given the reactants [O:1]1[C:5]2([CH2:10][CH2:9][CH2:8][CH2:7][CH2:6]2)[O:4][C@@H:3]([CH2:11][OH:12])[C@@H:2]1[CH2:13][OH:14].[H-].[Na+].[CH3:17]N(C=O)C, predict the reaction product. The product is: [CH3:17][O:12][CH2:11][C@@H:3]1[O:4][C:5]2([CH2:10][CH2:9][CH2:8][CH2:7][CH2:6]2)[O:1][C@H:2]1[CH2:13][OH:14]. (6) Given the reactants CS(C)=O.C(Cl)(=O)C(Cl)=O.[Cl:11][C:12]1[C:13]([CH:18]([CH3:21])[CH2:19][OH:20])=[N:14][CH:15]=[CH:16][CH:17]=1, predict the reaction product. The product is: [Cl:11][C:12]1[C:13]([CH:18]([CH3:21])[CH:19]=[O:20])=[N:14][CH:15]=[CH:16][CH:17]=1. (7) Given the reactants Cl[CH:2]([C:14]1[CH:19]=[CH:18][CH:17]=[CH:16][CH:15]=1)[C:3]([C:5]1[C:13]2[C:8](=[CH:9][CH:10]=[CH:11][CH:12]=2)[NH:7][CH:6]=1)=[O:4].[CH3:20][O:21][C:22]1[CH:23]=[C:24]([CH:26]=[C:27]([C:29]([F:32])([F:31])[F:30])[CH:28]=1)[NH2:25].CCN(C(C)C)C(C)C, predict the reaction product. The product is: [NH:7]1[C:8]2[C:13](=[CH:12][CH:11]=[CH:10][CH:9]=2)[C:5]([C:3](=[O:4])[CH:2]([NH:25][C:24]2[CH:26]=[C:27]([C:29]([F:31])([F:32])[F:30])[CH:28]=[C:22]([O:21][CH3:20])[CH:23]=2)[C:14]2[CH:19]=[CH:18][CH:17]=[CH:16][CH:15]=2)=[CH:6]1. (8) Given the reactants [CH2:1]([O:8][C:9]1[CH:10]=[C:11]2[C:16](=[CH:17][CH:18]=1)[C:15](=[O:19])[N:14]([CH2:20][CH:21]([CH3:23])[CH3:22])[C:13]([C:24]([O:26][CH3:27])=[O:25])=[C:12]2OS(C(F)(F)F)(=O)=O)[C:2]1[CH:7]=[CH:6][CH:5]=[CH:4][CH:3]=1.[F:36][C:37]1[CH:42]=[CH:41][C:40](B(O)O)=[CH:39][CH:38]=1.C(=O)([O-])[O-].[Na+].[Na+], predict the reaction product. The product is: [CH2:1]([O:8][C:9]1[CH:10]=[C:11]2[C:16](=[CH:17][CH:18]=1)[C:15](=[O:19])[N:14]([CH2:20][CH:21]([CH3:23])[CH3:22])[C:13]([C:24]([O:26][CH3:27])=[O:25])=[C:12]2[C:40]1[CH:41]=[CH:42][C:37]([F:36])=[CH:38][CH:39]=1)[C:2]1[CH:3]=[CH:4][CH:5]=[CH:6][CH:7]=1. (9) Given the reactants C(N(CC)CC)C.[NH2:8][C:9]1[N:17]=[C:16]([CH3:18])[CH:15]=[CH:14][C:10]=1[C:11]([OH:13])=O.Cl.[F:20][C:21]([F:39])([F:38])[O:22][C:23]1[CH:28]=[CH:27][C:26]([O:29][C:30]2[CH:37]=[CH:36][C:33]([CH2:34][NH2:35])=[CH:32][CH:31]=2)=[CH:25][CH:24]=1.CN([P+](ON1N=NC2C=CC=CC1=2)(N(C)C)N(C)C)C.F[P-](F)(F)(F)(F)F, predict the reaction product. The product is: [F:20][C:21]([F:38])([F:39])[O:22][C:23]1[CH:24]=[CH:25][C:26]([O:29][C:30]2[CH:37]=[CH:36][C:33]([CH2:34][NH:35][C:11](=[O:13])[C:10]3[CH:14]=[CH:15][C:16]([CH3:18])=[N:17][C:9]=3[NH2:8])=[CH:32][CH:31]=2)=[CH:27][CH:28]=1. (10) Given the reactants FC(F)(F)C1C=CC(C2C=CC=C([CH2:15][O:16][C:17]3[CH:22]=[CH:21][C:20]([C:23]4([CH2:27][C:28]([O:30][CH2:31][CH3:32])=[O:29])[CH2:26][O:25][CH2:24]4)=[CH:19][CH:18]=3)C=2)=CC=1.OC1C=CC(C2(CC(OCC)=O)COC2)=CC=1.[CH3:52][O:53][C:54]1[CH:61]=[CH:60][C:59]([C:62]([F:65])([F:64])[F:63])=[CH:58][C:55]=1CBr, predict the reaction product. The product is: [CH3:52][O:53][C:54]1[CH:55]=[CH:58][C:59]([C:62]([F:63])([F:64])[F:65])=[CH:60][C:61]=1[CH2:15][O:16][C:17]1[CH:18]=[CH:19][C:20]([C:23]2([CH2:27][C:28]([O:30][CH2:31][CH3:32])=[O:29])[CH2:26][O:25][CH2:24]2)=[CH:21][CH:22]=1.